Dataset: Forward reaction prediction with 1.9M reactions from USPTO patents (1976-2016). Task: Predict the product of the given reaction. Given the reactants [NH2:1][C:2]1[C:6]2[C:7](=[O:30])[N:8]([CH:23]([CH:27]3[CH2:29][CH2:28]3)[CH:24]3[CH2:26][CH2:25]3)[CH:9]=[C:10]([C:11]3[CH:15]=[C:14]([C:16]4[CH2:21][CH2:20][CH2:19][CH2:18][CH:17]=4)[N:13]([CH3:22])[N:12]=3)[C:5]=2[NH:4][N:3]=1, predict the reaction product. The product is: [NH2:1][C:2]1[C:6]2[C:7](=[O:30])[N:8]([CH:23]([CH:24]3[CH2:25][CH2:26]3)[CH:27]3[CH2:28][CH2:29]3)[CH:9]=[C:10]([C:11]3[CH:15]=[C:14]([CH:16]4[CH2:21][CH2:20][CH2:19][CH2:18][CH2:17]4)[N:13]([CH3:22])[N:12]=3)[C:5]=2[NH:4][N:3]=1.